From a dataset of Full USPTO retrosynthesis dataset with 1.9M reactions from patents (1976-2016). Predict the reactants needed to synthesize the given product. (1) Given the product [O:29]([C:6]1[CH:7]=[CH:2][CH:3]=[CH:4][C:5]=1[NH:8][C:9]([NH:11][C:12]1[CH:17]=[CH:16][CH:15]=[C:14]([C:18]2[CH:23]=[CH:22][CH:21]=[C:20]([N:24]3[CH2:28][CH2:27][CH2:26][CH2:25]3)[N:19]=2)[CH:13]=1)=[O:10])[C:30]1[CH:35]=[CH:34][CH:33]=[CH:32][CH:31]=1, predict the reactants needed to synthesize it. The reactants are: Cl[C:2]1[CH:7]=[CH:6][C:5]([NH:8][C:9]([NH:11][C:12]2[CH:17]=[CH:16][CH:15]=[C:14]([C:18]3[CH:23]=[CH:22][CH:21]=[C:20]([N:24]4[CH2:28][CH2:27][CH2:26][CH2:25]4)[N:19]=3)[CH:13]=2)=[O:10])=[CH:4][CH:3]=1.[O:29](C1C=CC=CC=1N)[C:30]1[CH:35]=[CH:34][CH:33]=[CH:32][CH:31]=1.CCN(C(C)C)C(C)C. (2) Given the product [Cl:10][C:4]1[CH:3]=[C:2]([NH:1][C:29](=[O:30])[CH2:28][CH:27]([CH3:32])[CH2:26][C:24]([NH:23][C:19]2[CH:18]=[C:17]3[C:22](=[CH:21][CH:20]=2)[N:13]([CH2:11][CH3:12])[C:14](=[O:36])[N:15]([CH2:34][CH3:35])[C:16]3=[O:33])=[O:25])[CH:7]=[N:6][C:5]=1[C:8]#[N:9], predict the reactants needed to synthesize it. The reactants are: [NH2:1][C:2]1[CH:3]=[C:4]([Cl:10])[C:5]([C:8]#[N:9])=[N:6][CH:7]=1.[CH2:11]([N:13]1[C:22]2[C:17](=[CH:18][C:19]([NH:23][C:24]([CH2:26][CH:27]([CH3:32])[CH2:28][C:29](O)=[O:30])=[O:25])=[CH:20][CH:21]=2)[C:16](=[O:33])[N:15]([CH2:34][CH3:35])[C:14]1=[O:36])[CH3:12].CCN(C(C)C)C(C)C.C(P1(=O)OP(CCC)(=O)OP(CCC)(=O)O1)CC. (3) Given the product [Cl:1][C:2]1[CH:3]=[C:4]([C:15]2[O:19][N:18]=[C:17]([C:20]3[S:24][C:23]([CH2:25][N:54]4[CH2:57][CH:56]([C:58]([O:60][CH3:61])=[O:59])[CH2:55]4)=[CH:22][C:21]=3[CH2:27][CH3:28])[N:16]=2)[CH:5]=[CH:6][C:7]=1[O:8][C:9]1[CH:10]=[CH:11][CH:12]=[CH:13][CH:14]=1, predict the reactants needed to synthesize it. The reactants are: [Cl:1][C:2]1[CH:3]=[C:4]([C:15]2[O:19][N:18]=[C:17]([C:20]3[S:24][C:23]([CH2:25]O)=[CH:22][C:21]=3[CH2:27][CH3:28])[N:16]=2)[CH:5]=[CH:6][C:7]=1[O:8][C:9]1[CH:14]=[CH:13][CH:12]=[CH:11][CH:10]=1.C(Br)(Br)(Br)Br.C1(P(C2C=CC=CC=2)C2C=CC=CC=2)C=CC=CC=1.Cl.[NH:54]1[CH2:57][CH:56]([C:58]([O:60][CH3:61])=[O:59])[CH2:55]1.C(N(CC)C(C)C)(C)C.